Dataset: Catalyst prediction with 721,799 reactions and 888 catalyst types from USPTO. Task: Predict which catalyst facilitates the given reaction. (1) Reactant: [CH3:1][C:2]1[C:3]([CH:8]2[CH2:13][CH2:12][CH2:11][CH:10]([C:14]3[C:19]([CH3:20])=[CH:18][CH:17]=[CH:16][N:15]=3)[N:9]2[CH2:21][CH2:22][CH2:23][CH2:24][NH2:25])=[N:4][CH:5]=[CH:6][CH:7]=1.[C:26]([N:33]1C=CN=C1)(N1C=CN=C1)=[O:27].CCN(C(C)C)C(C)C.N[OH:48].O. Product: [CH3:20][C:19]1[C:14]([CH:10]2[CH2:11][CH2:12][CH2:13][CH:8]([C:3]3[C:2]([CH3:1])=[CH:7][CH:6]=[CH:5][N:4]=3)[N:9]2[CH2:21][CH2:22][CH2:23][CH2:24][N:25]([OH:48])[C:26]([NH2:33])=[O:27])=[N:15][CH:16]=[CH:17][CH:18]=1. The catalyst class is: 76. (2) Reactant: [Cl:1][C:2]1[CH:7]=[CH:6][C:5]([C:8]2[S:9][C:10]([C:13](=[O:15])[CH3:14])=[CH:11][N:12]=2)=[CH:4][CH:3]=1.[BH4-].[Na+]. Product: [Cl:1][C:2]1[CH:3]=[CH:4][C:5]([C:8]2[S:9][C:10]([CH:13]([OH:15])[CH3:14])=[CH:11][N:12]=2)=[CH:6][CH:7]=1. The catalyst class is: 5.